This data is from Catalyst prediction with 721,799 reactions and 888 catalyst types from USPTO. The task is: Predict which catalyst facilitates the given reaction. (1) Reactant: OC1C2C(=CC(C3C=CC(C(OC(C)(C)C)=O)=CC=3)=CC=2)N(C)C(=O)C=1C(=O)CCC=O.[O:33]1CCC[O:35][CH:34]1[CH2:39][CH2:40][C:41]([C:43]1[C:44](=[O:68])[N:45]([CH3:67])[C:46]2[C:51]([C:52]=1[OH:53])=[CH:50][CH:49]=[C:48]([C:54]1[CH:66]=[CH:65][C:57]([C:58]([O:60]C(C)(C)C)=[O:59])=[CH:56][CH:55]=1)[CH:47]=2)=[O:42]. Product: [C:34]([CH2:39][CH2:40][C:41]([C:43]1[C:44](=[O:68])[N:45]([CH3:67])[C:46]2[C:51]([C:52]=1[OH:53])=[CH:50][CH:49]=[C:48]([C:54]1[CH:55]=[CH:56][C:57]([C:58]([OH:60])=[O:59])=[CH:65][CH:66]=1)[CH:47]=2)=[O:42])([OH:35])=[O:33]. The catalyst class is: 52. (2) Reactant: [Cl:1][C:2]1[C:7]([I:8])=[C:6](O)[N:5]=[C:4]([S:10][CH3:11])[N:3]=1.P(Cl)(Cl)([Cl:14])=O. Product: [Cl:1][C:2]1[C:7]([I:8])=[C:6]([Cl:14])[N:5]=[C:4]([S:10][CH3:11])[N:3]=1. The catalyst class is: 6. (3) Reactant: Cl[CH2:2][CH2:3][C:4]([NH:6][C:7]1[C:8]([Cl:18])=[N:9][N:10]([C:12]2[CH:13]=[N:14][CH:15]=[CH:16][CH:17]=2)[CH:11]=1)=[O:5].CO.[OH-].[K+].[F:23][C:24]([F:29])([F:28])[CH2:25][CH2:26][SH:27]. Product: [Cl:18][C:8]1[C:7]([NH:6][C:4](=[O:5])[CH2:3][CH2:2][S:27][CH2:26][CH2:25][C:24]([F:29])([F:28])[F:23])=[CH:11][N:10]([C:12]2[CH:13]=[N:14][CH:15]=[CH:16][CH:17]=2)[N:9]=1. The catalyst class is: 69. (4) Reactant: C(OC(=O)[NH:7][C@@H:8]1[CH2:13][CH2:12][CH2:11][N:10]([C:14]([C:16]2[CH:36]=[CH:35][C:19]3[N:20]([CH3:34])[C:21]([C:23]4[N:31]([CH2:32][CH3:33])[C:26]5=[CH:27][N:28]=[CH:29][CH:30]=[C:25]5[CH:24]=4)=[N:22][C:18]=3[CH:17]=2)=[O:15])[CH2:9]1)(C)(C)C.C(O)(C(F)(F)F)=O. Product: [NH2:7][C@@H:8]1[CH2:13][CH2:12][CH2:11][N:10]([C:14]([C:16]2[CH:36]=[CH:35][C:19]3[N:20]([CH3:34])[C:21]([C:23]4[N:31]([CH2:32][CH3:33])[C:26]5=[CH:27][N:28]=[CH:29][CH:30]=[C:25]5[CH:24]=4)=[N:22][C:18]=3[CH:17]=2)=[O:15])[CH2:9]1. The catalyst class is: 98. (5) Reactant: [C:1]([Cl:6])(=O)[C:2](Cl)=[O:3].[OH:7][C:8]12[C:26]3[C:21](=[CH:22][CH:23]=[CH:24][CH:25]=3)C(=O)C1(O)[C:10]1[C:15]([O:16]2)=[CH:14][C:13]([CH:17]([CH3:19])[CH3:18])=[CH:12][CH:11]=1. Product: [Cl:6][C:1]12[C:2](=[O:3])[C:21]3[C:26](=[CH:25][CH:24]=[CH:23][CH:22]=3)[C:8]1([OH:7])[O:16][C:15]1[C:10]2=[CH:11][CH:12]=[C:13]([CH:17]([CH3:19])[CH3:18])[CH:14]=1. The catalyst class is: 454. (6) Reactant: [Br:1][C:2]1[C:7]2[C:8]3[CH:14]=[C:13]([C:15]4[CH:16]=[N:17][N:18]([CH3:20])[CH:19]=4)[CH:12]=[N:11][C:9]=3[NH:10][C:6]=2[CH:5]=[N:4][C:3]=1[C:21]#[N:22].[H-].[Na+].Cl[CH2:26][O:27][CH2:28][CH2:29][Si:30]([CH3:33])([CH3:32])[CH3:31]. Product: [Br:1][C:2]1[C:7]2[C:8]3[CH:14]=[C:13]([C:15]4[CH:16]=[N:17][N:18]([CH3:20])[CH:19]=4)[CH:12]=[N:11][C:9]=3[N:10]([CH2:26][O:27][CH2:28][CH2:29][Si:30]([CH3:33])([CH3:32])[CH3:31])[C:6]=2[CH:5]=[N:4][C:3]=1[C:21]#[N:22]. The catalyst class is: 18. (7) Reactant: C(=O)([O-])[O-].[Cs+].[Cs+].Br[CH2:8][C:9]1[CH:14]=[CH:13][C:12]([F:15])=[CH:11][CH:10]=1.[CH:16]([C:18]1[CH:19]=[CH:20][C:21]([OH:27])=[C:22]([CH:26]=1)[C:23]([OH:25])=[O:24])=[O:17]. Product: [F:15][C:12]1[CH:13]=[CH:14][C:9]([CH2:8][O:27][C:21]2[CH:20]=[CH:19][C:18]([CH:16]=[O:17])=[CH:26][C:22]=2[C:23]([O:25][CH2:8][C:9]2[CH:14]=[CH:13][C:12]([F:15])=[CH:11][CH:10]=2)=[O:24])=[CH:10][CH:11]=1. The catalyst class is: 9. (8) Reactant: Cl[C:2]1[N:9]=[CH:8][CH:7]=[CH:6][C:3]=1[C:4]#[N:5].[SH:10][CH2:11][C:12]([O:14][CH2:15][CH3:16])=[O:13].C(=O)([O-])[O-].[Na+].[Na+].O. Product: [NH2:5][C:4]1[C:3]2[C:2](=[N:9][CH:8]=[CH:7][CH:6]=2)[S:10][C:11]=1[C:12]([O:14][CH2:15][CH3:16])=[O:13]. The catalyst class is: 8. (9) Reactant: [NH:1]1[C:5](=[O:6])[CH2:4][CH2:3][C:2]1=[O:7].C([O-])([O-])=O.[K+].[K+].[CH2:14](Br)[C:15]1[CH:20]=[CH:19][CH:18]=[CH:17][CH:16]=1.O. Product: [C:15]1([CH2:14][N:1]2[C:5](=[O:6])[CH2:4][CH2:3][C:2]2=[O:7])[CH:20]=[CH:19][CH:18]=[CH:17][CH:16]=1. The catalyst class is: 3. (10) Reactant: C1(C)C=CC=CC=1.[OH:8][CH2:9][CH2:10][S:11][C:12]1[CH:13]=[CH:14][C:15]2[C:16](=[O:26])[C:17]3[C:22]([S:23][C:24]=2[CH:25]=1)=[CH:21][CH:20]=[CH:19][CH:18]=3.C[O:28][C:29](=O)[C:30]1[CH:35]=[CH:34][C:33]([CH2:36][N:37]2[CH2:42][CH2:41][CH2:40][N:39]3[CH2:43][CH2:44][CH2:45][CH:38]23)=[CH:32][CH:31]=1.[H-].[Li+]. Product: [O:26]=[C:16]1[C:15]2[CH:14]=[CH:13][C:12]([S:11][CH2:10][CH2:9][O:8][C:29](=[O:28])[C:30]3[CH:31]=[CH:32][C:33]([CH2:36][N:37]4[CH2:42][CH2:41][CH2:40][N:39]5[CH2:43][CH2:44][CH2:45][CH:38]45)=[CH:34][CH:35]=3)=[CH:25][C:24]=2[S:23][C:22]2[C:17]1=[CH:18][CH:19]=[CH:20][CH:21]=2. The catalyst class is: 6.